Dataset: Catalyst prediction with 721,799 reactions and 888 catalyst types from USPTO. Task: Predict which catalyst facilitates the given reaction. (1) Reactant: [N:1]1[CH:6]=[CH:5][CH:4]=[C:3]([C:7]2[CH:13]=[CH:12][C:10]([NH2:11])=[C:9]([N+:14]([O-:16])=[O:15])[CH:8]=2)[CH:2]=1.[Br:17]Br. Product: [Br:17][C:12]1[CH:13]=[C:7]([C:3]2[CH:2]=[N:1][CH:6]=[CH:5][CH:4]=2)[CH:8]=[C:9]([N+:14]([O-:16])=[O:15])[C:10]=1[NH2:11]. The catalyst class is: 52. (2) Reactant: C(OC([NH:8][C@@H:9]([CH2:23][CH2:24][S:25][CH3:26])[C:10]([O:12][C:13]1[CH:18]=[CH:17][C:16]([NH:19][C:20](=[O:22])[CH3:21])=[CH:15][CH:14]=1)=[O:11])=O)(C)(C)C.Cl. Product: [NH2:8][C@@H:9]([CH2:23][CH2:24][S:25][CH3:26])[C:10]([O:12][C:13]1[CH:14]=[CH:15][C:16]([NH:19][C:20](=[O:22])[CH3:21])=[CH:17][CH:18]=1)=[O:11]. The catalyst class is: 12. (3) Reactant: [H-].[Al+3].[Li+].[H-].[H-].[H-].[Cl:7][C:8]1[CH:18]=[CH:17][C:11]([O:12][CH2:13][C:14](O)=[O:15])=[CH:10][CH:9]=1. Product: [Cl:7][C:8]1[CH:18]=[CH:17][C:11]([O:12][CH2:13][CH2:14][OH:15])=[CH:10][CH:9]=1. The catalyst class is: 1. (4) Reactant: [NH2:1][C:2]1[C:3]([F:21])=[CH:4][C:5]([Cl:20])=[C:6]([CH:19]=1)[O:7][C:8]1[CH:15]=[CH:14][C:13]([N+:16]([O-:18])=[O:17])=[CH:12][C:9]=1[C:10]#[N:11].[F:22][C:23]([F:34])([F:33])[C:24](O[C:24](=[O:25])[C:23]([F:34])([F:33])[F:22])=[O:25]. Product: [Cl:20][C:5]1[C:6]([O:7][C:8]2[CH:15]=[CH:14][C:13]([N+:16]([O-:18])=[O:17])=[CH:12][C:9]=2[C:10]#[N:11])=[CH:19][C:2]([NH:1][C:24](=[O:25])[C:23]([F:34])([F:33])[F:22])=[C:3]([F:21])[CH:4]=1. The catalyst class is: 7. (5) Reactant: [NH2:1][C:2]1[CH:7]=[CH:6][C:5]([Br:8])=[CH:4][C:3]=1[C:9]([C:11]1[CH:16]=[CH:15][CH:14]=[CH:13][CH:12]=1)=O.[CH3:17][CH2:18][C:19](=O)[CH2:20][C:21](=[O:24])[CH2:22][CH3:23].[Na]. Product: [Br:8][C:5]1[CH:4]=[C:3]2[C:2](=[CH:7][CH:6]=1)[N:1]=[C:19]([CH2:18][CH3:17])[C:20]([C:21](=[O:24])[CH2:22][CH3:23])=[C:9]2[C:11]1[CH:16]=[CH:15][CH:14]=[CH:13][CH:12]=1. The catalyst class is: 8.